The task is: Predict which catalyst facilitates the given reaction.. This data is from Catalyst prediction with 721,799 reactions and 888 catalyst types from USPTO. Reactant: [N+:1]([C:4]1[CH:5]=[C:6]([C:14]2[CH:19]=[CH:18][C:17]([C:20]([F:23])([F:22])[F:21])=[CH:16][CH:15]=2)[CH:7]=[CH:8][C:9]=1[NH:10][C:11]([NH2:13])=[O:12])([O-])=O.[H][H]. Product: [NH2:1][C:4]1[CH:5]=[C:6]([C:14]2[CH:19]=[CH:18][C:17]([C:20]([F:21])([F:22])[F:23])=[CH:16][CH:15]=2)[CH:7]=[CH:8][C:9]=1[NH:10][C:11]([NH2:13])=[O:12]. The catalyst class is: 8.